This data is from Reaction yield outcomes from USPTO patents with 853,638 reactions. The task is: Predict the reaction yield, written as a fraction of the theoretical maximum amount of product (1.0 means a 100% yield; for example, 0.34 means a 34% yield). (1) The reactants are [Cl:1][C:2]1[N:3]=[C:4]([C:9]([NH:11][C@H:12]2[CH2:17][CH2:16][N:15]([C:18]([O:20]C(C)(C)C)=O)[CH2:14][C@H:13]2[O:25][CH3:26])=[O:10])[NH:5][C:6]=1[CH2:7][CH3:8].Cl.C(OCC)(=O)C.[CH2:34]([O:36][C:37](=[O:43])/[CH:38]=[CH:39]/C(O)=O)[CH3:35].CCN=C=NCCCN(C)C.Cl.Cl. The catalyst is CO.CN(C1C=CN=CC=1)C. The product is [Cl:1][C:2]1[N:3]=[C:4]([C:9]([NH:11][C@H:12]2[CH2:17][CH2:16][N:15]([C:18](=[O:20])/[CH:39]=[CH:38]/[C:37]([O:36][CH2:34][CH3:35])=[O:43])[CH2:14][C@H:13]2[O:25][CH3:26])=[O:10])[NH:5][C:6]=1[CH2:7][CH3:8]. The yield is 1.00. (2) The reactants are [F:1][C:2]1[CH:3]=[C:4]2[C:8](=[CH:9][CH:10]=1)[N:7]([C:11]1[CH:16]=[C:15](I)[CH:14]=[CH:13][N:12]=1)[N:6]=[C:5]2[C:18]([NH2:20])=[O:19].[C:21]([C@:23]1([OH:30])[CH2:27][CH2:26][N:25]([CH3:28])[C:24]1=[O:29])#[CH:22]. No catalyst specified. The product is [F:1][C:2]1[CH:3]=[C:4]2[C:8](=[CH:9][CH:10]=1)[N:7]([C:11]1[CH:16]=[C:15]([C:22]#[C:21][C@:23]3([OH:30])[CH2:27][CH2:26][N:25]([CH3:28])[C:24]3=[O:29])[CH:14]=[CH:13][N:12]=1)[N:6]=[C:5]2[C:18]([NH2:20])=[O:19]. The yield is 0.370. (3) The reactants are [Cl:1][C:2]1[CH:7]=[CH:6][C:5]([C:8]2[N:12]([CH:13]([CH:16]3[CH2:21][CH2:20][CH2:19][CH2:18][CH2:17]3)[CH2:14][OH:15])[C:11]3[CH:22]=[C:23]([F:27])[C:24]([F:26])=[CH:25][C:10]=3[N:9]=2)=[CH:4][CH:3]=1.O[C:29]1[CH:39]=[CH:38][C:32]([O:33][CH2:34][C:35]([OH:37])=[O:36])=[C:31]([CH3:40])[CH:30]=1.[CH2:41](P(CCCC)CCCC)[CH2:42]CC.CN(C)C(N=NC(N(C)C)=O)=O. No catalyst specified. The product is [CH2:41]([O:37][C:35](=[O:36])[CH2:34][O:33][C:32]1[CH:38]=[CH:39][C:29]([O:15][CH2:14][CH:13]([N:12]2[C:11]3[CH:22]=[C:23]([F:27])[C:24]([F:26])=[CH:25][C:10]=3[N:9]=[C:8]2[C:5]2[CH:6]=[CH:7][C:2]([Cl:1])=[CH:3][CH:4]=2)[CH:16]2[CH2:17][CH2:18][CH2:19][CH2:20][CH2:21]2)=[CH:30][C:31]=1[CH3:40])[CH3:42]. The yield is 0.160. (4) The reactants are [F:1][C:2]1[CH:7]=[CH:6][C:5]([C:8]2[CH:13]=[CH:12][C:11]([N+:14]([O-:16])=[O:15])=[C:10]([NH2:17])[CH:9]=2)=[CH:4][CH:3]=1.Cl[C:19](Cl)([O:21]C(=O)OC(Cl)(Cl)Cl)Cl.[NH:30]1[CH2:33][CH:32]([CH2:34][NH:35][C:36](=[O:42])[O:37][C:38]([CH3:41])([CH3:40])[CH3:39])[CH2:31]1. The catalyst is C(Cl)Cl.C(O)(=O)CC(CC(O)=O)(C(O)=O)O. The product is [C:38]([O:37][C:36](=[O:42])[NH:35][CH2:34][CH:32]1[CH2:33][N:30]([C:19](=[O:21])[NH:17][C:10]2[CH:9]=[C:8]([C:5]3[CH:4]=[CH:3][C:2]([F:1])=[CH:7][CH:6]=3)[CH:13]=[CH:12][C:11]=2[N+:14]([O-:16])=[O:15])[CH2:31]1)([CH3:39])([CH3:41])[CH3:40]. The yield is 0.697. (5) The reactants are [CH2:1]([N:3]1[CH2:8][CH2:7][N:6]2[N:9]=[C:10]([N+:12]([O-])=O)[CH:11]=[C:5]2[CH2:4]1)[CH3:2].[H][H]. The catalyst is [Pd].CO. The product is [CH2:1]([N:3]1[CH2:8][CH2:7][N:6]2[N:9]=[C:10]([NH2:12])[CH:11]=[C:5]2[CH2:4]1)[CH3:2]. The yield is 0.840.